From a dataset of Forward reaction prediction with 1.9M reactions from USPTO patents (1976-2016). Predict the product of the given reaction. (1) Given the reactants [NH2:1][C:2]1[C:3]([C:8]([O:10][CH3:11])=[O:9])=[N:4][CH:5]=[CH:6][N:7]=1.C(=O)([O-])[O-].[Na+].[Na+].[Br:18]Br, predict the reaction product. The product is: [NH2:1][C:2]1[C:3]([C:8]([O:10][CH3:11])=[O:9])=[N:4][C:5]([Br:18])=[CH:6][N:7]=1. (2) Given the reactants [I:1][C:2]1[C:3]([CH3:9])=[C:4]([CH:6]=[CH:7][CH:8]=1)[NH2:5].[C:10](OC(=O)C)(=[O:12])[CH3:11], predict the reaction product. The product is: [C:10]([NH:5][C:4]1[CH:6]=[CH:7][CH:8]=[C:2]([I:1])[C:3]=1[CH3:9])(=[O:12])[CH3:11]. (3) The product is: [F:1][C:2]([F:16])([F:17])[C:3]1[CH:4]=[CH:5][C:6]([C:9]2([CH2:14][OH:15])[CH2:13][CH2:12][CH2:11][CH2:10]2)=[CH:7][CH:8]=1. Given the reactants [F:1][C:2]([F:17])([F:16])[C:3]1[CH:8]=[CH:7][C:6]([C:9]2([CH:14]=[O:15])[CH2:13][CH2:12][CH2:11][CH2:10]2)=[CH:5][CH:4]=1.[BH4-].[Na+], predict the reaction product. (4) The product is: [CH2:1]([O:8][C:9]1[C:10](=[O:26])[N:11]([CH3:25])[C:12]([CH:16]([OH:24])[CH2:17][C:18]2[CH:23]=[CH:22][CH:21]=[CH:20][CH:19]=2)=[C:13]([C:38]2[CH:37]=[C:36]([C:27]3[CH:32]=[CH:31][CH:30]=[CH:29][CH:28]=3)[CH:41]=[CH:40][CH:39]=2)[CH:14]=1)[C:2]1[CH:7]=[CH:6][CH:5]=[CH:4][CH:3]=1. Given the reactants [CH2:1]([O:8][C:9]1[C:10](=[O:26])[N:11]([CH3:25])[C:12]([CH:16]([OH:24])[CH2:17][C:18]2[CH:23]=[CH:22][CH:21]=[CH:20][CH:19]=2)=[C:13](Br)[CH:14]=1)[C:2]1[CH:7]=[CH:6][CH:5]=[CH:4][CH:3]=1.[C:27]1([C:36]2[CH:41]=[CH:40][CH:39]=[CH:38][CH:37]=2)[CH:32]=[CH:31][CH:30]=[C:29](B(O)O)[CH:28]=1.C(=O)([O-])[O-].[Cs+].[Cs+], predict the reaction product. (5) Given the reactants C1C=CC2N(O)N=NC=2C=1.CCN(C(C)C)C(C)C.[Br:20][C:21]1[CH:29]=[CH:28][C:27]([F:30])=[CH:26][C:22]=1[C:23]([OH:25])=O.CCN=C=NCCCN(C)C.Cl.Cl.[C:44]1([C:62]2[CH:67]=[CH:66][CH:65]=[CH:64][CH:63]=2)[CH:49]=[CH:48][C:47]([NH:50][C:51](=[O:61])[CH2:52][C:53](=[O:60])[N:54]2[CH2:59][CH2:58][NH:57][CH2:56][CH2:55]2)=[CH:46][CH:45]=1, predict the reaction product. The product is: [C:44]1([C:62]2[CH:67]=[CH:66][CH:65]=[CH:64][CH:63]=2)[CH:45]=[CH:46][C:47]([NH:50][C:51](=[O:61])[CH2:52][C:53]([N:54]2[CH2:55][CH2:56][N:57]([C:23](=[O:25])[C:22]3[CH:26]=[C:27]([F:30])[CH:28]=[CH:29][C:21]=3[Br:20])[CH2:58][CH2:59]2)=[O:60])=[CH:48][CH:49]=1. (6) Given the reactants N[C:2]1[S:6][C:5]([C:7]2[CH:8]=[C:9]3[C:17](=[CH:18][CH:19]=2)[N:16]([CH2:20][C:21]2[CH:26]=[CH:25][CH:24]=[C:23]([F:27])[CH:22]=2)[C:15]2[CH2:14][CH2:13][C@@H:12]([NH:28][C:29](=[O:33])[CH:30]([CH3:32])[CH3:31])[CH2:11][C:10]3=2)=[N:4][N:3]=1.C(ON=O)CC(C)C, predict the reaction product. The product is: [F:27][C:23]1[CH:22]=[C:21]([CH:26]=[CH:25][CH:24]=1)[CH2:20][N:16]1[C:15]2[CH2:14][CH2:13][C@@H:12]([NH:28][C:29](=[O:33])[CH:30]([CH3:32])[CH3:31])[CH2:11][C:10]=2[C:9]2[C:17]1=[CH:18][CH:19]=[C:7]([C:5]1[S:6][CH:2]=[N:3][N:4]=1)[CH:8]=2. (7) The product is: [N:10]1[CH:11]=[CH:12][CH:13]=[C:8]([C:5]2[N:4]=[N:3][C:2]([N:22]3[CH2:23][CH2:24][CH:19]([N:14]4[CH2:18][CH2:17][CH2:16][CH2:15]4)[CH2:20][CH2:21]3)=[CH:7][CH:6]=2)[CH:9]=1. Given the reactants Cl[C:2]1[N:3]=[N:4][C:5]([C:8]2[CH:9]=[N:10][CH:11]=[CH:12][CH:13]=2)=[CH:6][CH:7]=1.[N:14]1([CH:19]2[CH2:24][CH2:23][NH:22][CH2:21][CH2:20]2)[CH2:18][CH2:17][CH2:16][CH2:15]1, predict the reaction product. (8) Given the reactants [CH:1]1[C:13]2[N:12]([C:14]3[CH:19]=[CH:18][C:17]([C:20](=[O:22])[CH3:21])=[CH:16][CH:15]=3)[C:11]3[C:6](=[CH:7][CH:8]=[CH:9][CH:10]=3)[C:5]=2[CH:4]=[CH:3][CH:2]=1.[Al+3].[Cl-].[Cl-].[Cl-].[C:27]1([CH3:36])[C:28]([C:33](Cl)=[O:34])=[CH:29][CH:30]=[CH:31][CH:32]=1, predict the reaction product. The product is: [CH3:36][C:27]1[CH:32]=[CH:31][CH:30]=[CH:29][C:28]=1[C:33]([C:8]1[CH:9]=[CH:10][C:11]2[N:12]([C:14]3[CH:15]=[CH:16][C:17]([C:20](=[O:22])[CH3:21])=[CH:18][CH:19]=3)[C:13]3[C:5]([C:6]=2[CH:7]=1)=[CH:4][C:3]([C:33](=[O:34])[C:28]1[CH:29]=[CH:30][CH:31]=[CH:32][C:27]=1[CH3:36])=[CH:2][CH:1]=3)=[O:34]. (9) Given the reactants [Cl:1][C:2]1[CH:3]=[C:4]([C:8]#[CH:9])[CH:5]=[CH:6][CH:7]=1.[CH2:10]([O:12][C:13]([N:15]1[CH2:20][CH2:19][NH:18][CH2:17][CH2:16]1)=[O:14])[CH3:11].[Cl:21][C:22]1[C:27]([CH:28]=O)=[CH:26][CH:25]=[CH:24][N:23]=1, predict the reaction product. The product is: [CH2:10]([O:12][C:13]([N:15]1[CH2:16][CH2:17][N:18]([CH:28]([C:27]2[C:22]([Cl:21])=[N:23][CH:24]=[CH:25][CH:26]=2)[C:9]#[C:8][C:4]2[CH:5]=[CH:6][CH:7]=[C:2]([Cl:1])[CH:3]=2)[CH2:19][CH2:20]1)=[O:14])[CH3:11]. (10) Given the reactants O=[C:2]1[CH2:7][CH2:6][CH:5]([N:8]2[C:13](=[O:14])[C:12]([CH2:15][C:16]3[CH:21]=[CH:20][C:19]([C:22]4[CH:27]=[CH:26][CH:25]=[CH:24][C:23]=4[C:28]4[NH:32][C:31](=[O:33])[O:30][N:29]=4)=[CH:18][CH:17]=3)=[C:11]([CH2:34][CH2:35][CH3:36])[N:10]3[N:37]=[CH:38][N:39]=[C:9]23)[CH2:4][CH2:3]1.[NH2:40][O:41][CH:42]1[CH2:47][CH2:46][O:45][CH2:44][CH2:43]1.N1C=CC=CC=1.Cl, predict the reaction product. The product is: [O:33]=[C:31]1[O:30][N:29]=[C:28]([C:23]2[CH:24]=[CH:25][CH:26]=[CH:27][C:22]=2[C:19]2[CH:18]=[CH:17][C:16]([CH2:15][C:12]3[C:13](=[O:14])[N:8]([CH:5]4[CH2:4][CH2:3][C:2](=[N:40][O:41][CH:42]5[CH2:47][CH2:46][O:45][CH2:44][CH2:43]5)[CH2:7][CH2:6]4)[C:9]4[N:10]([N:37]=[CH:38][N:39]=4)[C:11]=3[CH2:34][CH2:35][CH3:36])=[CH:21][CH:20]=2)[NH:32]1.